From a dataset of Full USPTO retrosynthesis dataset with 1.9M reactions from patents (1976-2016). Predict the reactants needed to synthesize the given product. (1) The reactants are: Br[C:2]1[CH:7]=[CH:6][C:5]([C:8](=[C:16]2[CH2:21][CH2:20][CH2:19][CH2:18][CH2:17]2)[C:9]2[CH:14]=[CH:13][C:12]([OH:15])=[CH:11][CH:10]=2)=[CH:4][C:3]=1[CH3:22].[C:23]([O:27][C:28]([CH3:31])([CH3:30])[CH3:29])(=[O:26])[CH:24]=[CH2:25].CC1C=CC=CC=1P(C1C=CC=CC=1C)C1C=CC=CC=1C.CCN(CC)CC. Given the product [C:16]1(=[C:8]([C:9]2[CH:14]=[CH:13][C:12]([OH:15])=[CH:11][CH:10]=2)[C:5]2[CH:6]=[CH:7][C:2](/[CH:25]=[CH:24]/[C:23]([O:27][C:28]([CH3:31])([CH3:30])[CH3:29])=[O:26])=[C:3]([CH3:22])[CH:4]=2)[CH2:21][CH2:20][CH2:19][CH2:18][CH2:17]1, predict the reactants needed to synthesize it. (2) Given the product [CH3:30][O:29][C:26]1[CH:27]=[C:28]2[C:23](=[CH:24][C:25]=1[O:31][CH3:32])[N:22]=[CH:21][CH:20]=[C:19]2[O:17][C:9]1[CH:8]=[CH:7][C:6]([N:1]2[CH:5]=[CH:4][CH:3]=[CH:2]2)=[CH:16][C:10]=1[C:11]([O:13][CH2:14][CH3:15])=[O:12], predict the reactants needed to synthesize it. The reactants are: [N:1]1([C:6]2[CH:16]=[C:10]([C:11]([O:13][CH2:14][CH3:15])=[O:12])[C:9]([OH:17])=[CH:8][CH:7]=2)[CH:5]=[CH:4][CH:3]=[CH:2]1.Cl[C:19]1[C:28]2[C:23](=[CH:24][C:25]([O:31][CH3:32])=[C:26]([O:29][CH3:30])[CH:27]=2)[N:22]=[CH:21][CH:20]=1. (3) Given the product [I-:27].[C:1]([O:5][C:6]([N:8]1[CH2:17][CH2:16][C:15]2[C:10](=[C:11]([C:20]3[CH:25]=[CH:24][N+:23]([CH3:26])=[CH:22][CH:21]=3)[CH:12]=[CH:13][C:14]=2[O:18][CH3:19])[CH2:9]1)=[O:7])([CH3:4])([CH3:2])[CH3:3], predict the reactants needed to synthesize it. The reactants are: [C:1]([O:5][C:6]([N:8]1[CH2:17][CH2:16][C:15]2[C:10](=[C:11]([C:20]3[CH:25]=[CH:24][N:23]=[CH:22][CH:21]=3)[CH:12]=[CH:13][C:14]=2[O:18][CH3:19])[CH2:9]1)=[O:7])([CH3:4])([CH3:3])[CH3:2].[CH3:26][I:27]. (4) Given the product [NH2:1][C:2]1[N:3]=[C:4]([N:16]2[CH2:21][CH2:20][N:19]([C:31]([NH:30][C:27]3[CH:28]=[CH:29][C:24]([O:23][CH3:22])=[CH:25][CH:26]=3)=[O:32])[CH2:18][CH2:17]2)[C:5]2[C:10]([C:11]([O:13][CH2:14][CH3:15])=[O:12])=[CH:9][S:8][C:6]=2[N:7]=1, predict the reactants needed to synthesize it. The reactants are: [NH2:1][C:2]1[N:3]=[C:4]([N:16]2[CH2:21][CH2:20][NH:19][CH2:18][CH2:17]2)[C:5]2[C:10]([C:11]([O:13][CH2:14][CH3:15])=[O:12])=[CH:9][S:8][C:6]=2[N:7]=1.[CH3:22][O:23][C:24]1[CH:29]=[CH:28][C:27]([N:30]=[C:31]=[O:32])=[CH:26][CH:25]=1. (5) Given the product [Si:8]([O:7][CH2:1][C:2]1[O:6][CH:5]=[CH:4][CH:3]=1)([C:11]([CH3:14])([CH3:13])[CH3:12])([CH3:10])[CH3:9], predict the reactants needed to synthesize it. The reactants are: [CH2:1]([OH:7])[C:2]1[O:6][CH:5]=[CH:4][CH:3]=1.[Si:8](Cl)([C:11]([CH3:14])([CH3:13])[CH3:12])([CH3:10])[CH3:9].N1C=CN=C1.